Dataset: Reaction yield outcomes from USPTO patents with 853,638 reactions. Task: Predict the reaction yield, written as a fraction of the theoretical maximum amount of product (1.0 means a 100% yield; for example, 0.34 means a 34% yield). (1) The reactants are [Cl:1][C:2]1[CH:34]=[C:33]([Cl:35])[CH:32]=[CH:31][C:3]=1[C:4]([NH:6][CH2:7][CH2:8][O:9][C:10]1[CH:19]=[C:18]2[C:13]([CH2:14][CH2:15][N:16]=[C:17]2[C:20]2([C:24]3[CH:29]=[CH:28][C:27]([Cl:30])=[CH:26][CH:25]=3)[CH2:23][CH2:22][CH2:21]2)=[CH:12][CH:11]=1)=[O:5].[BH4-].[Na+].CO. The catalyst is O. The product is [Cl:1][C:2]1[CH:34]=[C:33]([Cl:35])[CH:32]=[CH:31][C:3]=1[C:4]([NH:6][CH2:7][CH2:8][O:9][C:10]1[CH:19]=[C:18]2[C:13]([CH2:14][CH2:15][NH:16][CH:17]2[C:20]2([C:24]3[CH:25]=[CH:26][C:27]([Cl:30])=[CH:28][CH:29]=3)[CH2:23][CH2:22][CH2:21]2)=[CH:12][CH:11]=1)=[O:5]. The yield is 0.700. (2) The reactants are [O-]P([O-])([O-])=O.[K+].[K+].[K+].CN(C)P(N(C)C)N(C)C.I[C:20]1[CH:21]=[C:22]([CH3:27])[CH:23]=[C:24]([CH3:26])[CH:25]=1.[CH3:28][NH:29][CH:30]=[O:31].CCCCCCCCCCCC. The catalyst is C(OCC)(=O)C.[Cu]I.C1(C)C=CC=CC=1. The product is [CH3:26][C:24]1[CH:25]=[C:20]([N:29]([CH3:28])[CH:30]=[O:31])[CH:21]=[C:22]([CH3:27])[CH:23]=1. The yield is 0.760.